Task: Predict the product of the given reaction.. Dataset: Forward reaction prediction with 1.9M reactions from USPTO patents (1976-2016) (1) Given the reactants [CH2:1]([C@H:8]1[N:13]([C:14]([C:16]2[N:17]=[CH:18][N:19]([C@@H:27]3[CH2:33][CH2:32][CH2:31][CH2:30][CH2:29][C@H:28]3[OH:34])[C:20]=2[C:21]2[CH:26]=[CH:25][CH:24]=[CH:23][CH:22]=2)=[O:15])[CH2:12][CH2:11][N:10]([C:35]([O:37][C:38]([CH3:41])([CH3:40])[CH3:39])=[O:36])[CH2:9]1)[C:2]1[CH:7]=[CH:6][CH:5]=[CH:4][CH:3]=1.Cl[C:43](OC1C=CC([N+]([O-])=O)=CC=1)=[O:44].[CH2:55]([NH2:61])[C:56]1[O:60][CH:59]=[CH:58][CH:57]=1.C(=O)([O-])O.[Na+], predict the reaction product. The product is: [CH2:1]([C@H:8]1[N:13]([C:14]([C:16]2[N:17]=[CH:18][N:19]([C@@H:27]3[CH2:33][CH2:32][CH2:31][CH2:30][CH2:29][C@H:28]3[O:34][C:43]([NH:61][CH2:55][C:56]3[O:60][CH:59]=[CH:58][CH:57]=3)=[O:44])[C:20]=2[C:21]2[CH:26]=[CH:25][CH:24]=[CH:23][CH:22]=2)=[O:15])[CH2:12][CH2:11][N:10]([C:35]([O:37][C:38]([CH3:41])([CH3:40])[CH3:39])=[O:36])[CH2:9]1)[C:2]1[CH:3]=[CH:4][CH:5]=[CH:6][CH:7]=1. (2) Given the reactants [NH2:1][C:2]1([C:21](O)=[O:22])[CH2:6][CH2:5][CH:4]([C:7]2[CH:12]=[CH:11][C:10]([CH2:13][CH2:14][CH2:15][CH2:16][CH2:17][CH2:18][CH2:19][CH3:20])=[CH:9][CH:8]=2)[CH2:3]1.[BH4-].[Na+].II, predict the reaction product. The product is: [NH2:1][C:2]1([CH2:21][OH:22])[CH2:6][CH2:5][CH:4]([C:7]2[CH:8]=[CH:9][C:10]([CH2:13][CH2:14][CH2:15][CH2:16][CH2:17][CH2:18][CH2:19][CH3:20])=[CH:11][CH:12]=2)[CH2:3]1. (3) Given the reactants [F:1][C:2]1[CH:3]=[C:4]([NH2:10])[CH:5]=[N:6][C:7]=1[O:8][CH3:9].F[C:12]1[C:17]([C:18]2[N:23]=[C:22]([CH3:24])[N:21]=[C:20]([N:25]([CH2:35][C:36]3[CH:41]=[CH:40][C:39]([O:42][CH3:43])=[CH:38][CH:37]=3)[CH2:26][C:27]3[CH:32]=[CH:31][C:30]([O:33][CH3:34])=[CH:29][CH:28]=3)[N:19]=2)=[CH:16][C:15]([CH2:44][N:45]2[CH2:50][CH2:49][N:48]([S:51]([CH3:54])(=[O:53])=[O:52])[CH2:47][C@@H:46]2[CH3:55])=[CH:14][N:13]=1.[Li+].C[Si]([N-][Si](C)(C)C)(C)C, predict the reaction product. The product is: [F:1][C:2]1[CH:3]=[C:4]([NH:10][C:12]2[C:17]([C:18]3[N:23]=[C:22]([CH3:24])[N:21]=[C:20]([N:25]([CH2:26][C:27]4[CH:28]=[CH:29][C:30]([O:33][CH3:34])=[CH:31][CH:32]=4)[CH2:35][C:36]4[CH:41]=[CH:40][C:39]([O:42][CH3:43])=[CH:38][CH:37]=4)[N:19]=3)=[CH:16][C:15]([CH2:44][N:45]3[CH2:50][CH2:49][N:48]([S:51]([CH3:54])(=[O:52])=[O:53])[CH2:47][C@@H:46]3[CH3:55])=[CH:14][N:13]=2)[CH:5]=[N:6][C:7]=1[O:8][CH3:9]. (4) Given the reactants FC1C=CC([NH:8][C:9]([NH:11][C:12]2[N:16]([C:17]3[CH:22]=[CH:21][CH:20]=[CH:19][CH:18]=3)[N:15]=[C:14]([C:23]([F:26])([F:25])[F:24])[CH:13]=2)=[O:10])=CC=1O.C([O-])([O-])=O.[Cs+].[Cs+].ClC1C2C(=CC(OC)=C(OC)C=2)N=CN=1, predict the reaction product. The product is: [C:17]1([N:16]2[C:12]([NH:11][C:9](=[O:10])[NH2:8])=[CH:13][C:14]([C:23]([F:25])([F:26])[F:24])=[N:15]2)[CH:18]=[CH:19][CH:20]=[CH:21][CH:22]=1. (5) Given the reactants [Cl:1][C:2]1[CH:10]=[CH:9][CH:8]=[C:7]2[C:3]=1[C:4]([NH2:11])=[N:5][NH:6]2.CC1(C)OC(=O)[CH:16]([C:20]([C@H:22]2[CH2:27][CH2:26][N:25]([C:28]([O:30][C:31]([CH3:34])([CH3:33])[CH3:32])=[O:29])[C@@H:24]([CH3:35])[CH2:23]2)=O)[C:15](=O)[O:14]1.Cl, predict the reaction product. The product is: [Cl:1][C:2]1[C:3]2[C:7]([CH:8]=[CH:9][CH:10]=1)=[N:6][N:5]1[C:20]([C@H:22]3[CH2:27][CH2:26][N:25]([C:28]([O:30][C:31]([CH3:34])([CH3:33])[CH3:32])=[O:29])[C@@H:24]([CH3:35])[CH2:23]3)=[CH:16][C:15](=[O:14])[NH:11][C:4]=21. (6) Given the reactants Cl[C:2]1[C:11]2[C:6](=[CH:7][CH:8]=[CH:9][CH:10]=2)[N:5]=[C:4]([C:12]2[CH:17]=[CH:16][CH:15]=[CH:14][C:13]=2[F:18])[C:3]=1[CH3:19].[Br:20][C:21]1[CH:22]=[CH:23][C:24]([N:28]2[CH2:33][CH2:32][O:31][CH2:30][CH2:29]2)=[C:25]([NH2:27])[CH:26]=1.Cl.O1CCOCC1, predict the reaction product. The product is: [Br:20][C:21]1[CH:22]=[CH:23][C:24]([N:28]2[CH2:29][CH2:30][O:31][CH2:32][CH2:33]2)=[C:25]([NH:27][C:2]2[C:11]3[C:6](=[CH:7][CH:8]=[CH:9][CH:10]=3)[N:5]=[C:4]([C:12]3[CH:17]=[CH:16][CH:15]=[CH:14][C:13]=3[F:18])[C:3]=2[CH3:19])[CH:26]=1.